This data is from CYP1A2 inhibition data for predicting drug metabolism from PubChem BioAssay. The task is: Regression/Classification. Given a drug SMILES string, predict its absorption, distribution, metabolism, or excretion properties. Task type varies by dataset: regression for continuous measurements (e.g., permeability, clearance, half-life) or binary classification for categorical outcomes (e.g., BBB penetration, CYP inhibition). Dataset: cyp1a2_veith. (1) The compound is Nc1ccc(CCNc2ncnc3c2ncn3[C@@H]2O[C@@H](CO)[C@H](O)[C@@H]2O)cc1. The result is 0 (non-inhibitor). (2) The compound is CCCC/C=C/C(NC(=O)c1ccc(C(=O)OC)cc1)c1ccccc1. The result is 1 (inhibitor).